Dataset: Forward reaction prediction with 1.9M reactions from USPTO patents (1976-2016). Task: Predict the product of the given reaction. (1) The product is: [CH3:8][C:2]([O:9][C:10]1[CH:15]=[CH:14][C:13]([S:16]([CH3:19])(=[O:18])=[O:17])=[CH:12][N:11]=1)([CH3:1])[C:3]([OH:5])=[O:4]. Given the reactants [CH3:1][C:2]([O:9][C:10]1[CH:15]=[CH:14][C:13]([S:16]([CH3:19])(=[O:18])=[O:17])=[CH:12][N:11]=1)([CH3:8])[C:3]([O:5]CC)=[O:4].[OH-].[Na+], predict the reaction product. (2) Given the reactants [NH2:1][C:2]1[CH:7]=[CH:6][C:5]([N:8]2[CH2:11][CH:10]([CH2:12][NH:13][C:14](=[O:20])[O:15][C:16]([CH3:19])([CH3:18])[CH3:17])[CH2:9]2)=[CH:4][CH:3]=1.[C:21]([N:28]1[CH:32]=[CH:31]N=[CH:29]1)(N1C=CN=C1)=[O:22].[Cl:33][C:34]1[CH:39]=[CH:38][C:37]([CH:40]2CCNC[CH2:41]2)=[CH:36][CH:35]=1, predict the reaction product. The product is: [Cl:33][C:34]1[CH:39]=[CH:38][C:37]([CH:40]2[CH2:41][CH2:29][N:28]([C:21]([NH:1][C:2]3[CH:7]=[CH:6][C:5]([N:8]4[CH2:9][CH:10]([CH2:12][NH:13][C:14](=[O:20])[O:15][C:16]([CH3:17])([CH3:19])[CH3:18])[CH2:11]4)=[CH:4][CH:3]=3)=[O:22])[CH2:32][CH2:31]2)=[CH:36][CH:35]=1. (3) Given the reactants [Br:1][C:2]1[CH:10]=[CH:9][C:5]([C:6](O)=[O:7])=[CH:4][C:3]=1[Cl:11].[NH2:12][CH2:13][Si:14]([CH3:17])([CH3:16])[CH3:15].O, predict the reaction product. The product is: [Br:1][C:2]1[CH:10]=[CH:9][C:5]([C:6]([NH:12][CH2:13][Si:14]([CH3:17])([CH3:16])[CH3:15])=[O:7])=[CH:4][C:3]=1[Cl:11]. (4) The product is: [Br:16][C:2]1[C:1](=[O:14])[C:13]2[C:5](=[CH:4][CH:3]=1)[C:6]1[C:11](=[CH:10][CH:9]=[CH:8][CH:7]=1)[CH:12]=2. Given the reactants [C:1]1(=[O:14])[C:13]2[C:5]([C:6]3[C:11]([CH:12]=2)=[CH:10][CH:9]=[CH:8][CH:7]=3)=[CH:4][CH:3]=[CH:2]1.O.[Br:16]Br.S([O-])(O)=O.[Na+], predict the reaction product. (5) The product is: [CH2:30]([CH:16]1[N:15]([S:12]([C:9]2[CH:8]=[CH:7][C:6]([OH:5])=[CH:11][CH:10]=2)(=[O:14])=[O:13])[C:24]2[C:19](=[CH:20][C:21]([F:26])=[C:22]([F:25])[CH:23]=2)[N:18]2[CH:27]=[CH:28][CH:29]=[C:17]12)[CH3:31]. Given the reactants C(=O)([O:5][C:6]1[CH:11]=[CH:10][C:9]([S:12]([N:15]2[C:24]3[C:19](=[CH:20][C:21]([F:26])=[C:22]([F:25])[CH:23]=3)[N:18]3[CH:27]=[CH:28][CH:29]=[C:17]3[CH:16]2[CH2:30][CH3:31])(=[O:14])=[O:13])=[CH:8][CH:7]=1)OCC.[OH-].[Na+], predict the reaction product. (6) Given the reactants [CH2:1]([CH:3]([N:6]1[C:10]2[CH:11]=[CH:12][C:13]([C:15](O)=[O:16])=[CH:14][C:9]=2[N:8]=[C:7]1[CH2:18][CH:19]1[CH2:23][CH2:22][CH2:21][O:20]1)[CH2:4][CH3:5])[CH3:2].C1C=CC2N(O)N=NC=2C=1.CCN(C(C)C)C(C)C.Cl.[C:44]([O:48][C:49](=[O:56])[C@H:50]([CH2:52][CH:53]([CH3:55])[CH3:54])[NH2:51])([CH3:47])([CH3:46])[CH3:45].Cl, predict the reaction product. The product is: [C:44]([O:48][C:49](=[O:56])[C@@H:50]([NH:51][C:15]([C:13]1[CH:12]=[CH:11][C:10]2[N:6]([CH:3]([CH2:1][CH3:2])[CH2:4][CH3:5])[C:7]([CH2:18][CH:19]3[CH2:23][CH2:22][CH2:21][O:20]3)=[N:8][C:9]=2[CH:14]=1)=[O:16])[CH2:52][CH:53]([CH3:54])[CH3:55])([CH3:46])([CH3:45])[CH3:47]. (7) Given the reactants Cl.Cl.Cl.[O:4]1[C:8]2[CH:9]=[CH:10][CH:11]=[C:12]([N:13]3[CH2:18][CH2:17][N:16]([CH2:19][CH2:20][C@H:21]4[CH2:26][CH2:25][C@H:24]([NH2:27])[CH2:23][CH2:22]4)[CH2:15][CH2:14]3)[C:7]=2[O:6][CH2:5]1.[C:28](O)(=[O:32])[CH:29]([CH3:31])[CH3:30], predict the reaction product. The product is: [O:4]1[C:8]2[CH:9]=[CH:10][CH:11]=[C:12]([N:13]3[CH2:18][CH2:17][N:16]([CH2:19][CH2:20][C@H:21]4[CH2:26][CH2:25][C@H:24]([NH:27][C:28](=[O:32])[CH:29]([CH3:31])[CH3:30])[CH2:23][CH2:22]4)[CH2:15][CH2:14]3)[C:7]=2[O:6][CH2:5]1. (8) Given the reactants Br[C:2]1[NH:22][C:5]2[N:6]=[CH:7][N:8]=[C:9]([NH:10][C:11]3[CH:12]=[C:13]4[C:17](=[CH:18][C:19]=3[O:20][CH3:21])[NH:16][N:15]=[CH:14]4)[C:4]=2[CH:3]=1.[CH3:23][S:24]([O-:26])=[O:25].[Na+].CN(C)CCN, predict the reaction product. The product is: [CH3:21][O:20][C:19]1[CH:18]=[C:17]2[C:13]([CH:14]=[N:15][NH:16]2)=[CH:12][C:11]=1[NH:10][C:9]1[C:4]2[CH:3]=[C:2]([S:24]([CH3:23])(=[O:26])=[O:25])[NH:22][C:5]=2[N:6]=[CH:7][N:8]=1.